From a dataset of Full USPTO retrosynthesis dataset with 1.9M reactions from patents (1976-2016). Predict the reactants needed to synthesize the given product. Given the product [CH2:23]([S:30][CH2:2][C:3]1[CH:7]=[C:6]([C:8]2[CH:13]=[CH:12][C:11]([C:14]([F:17])([F:16])[F:15])=[CH:10][CH:9]=2)[S:5][C:4]=1[C:18]([O:20][CH2:21][CH3:22])=[O:19])[C:24]1[CH:29]=[CH:28][CH:27]=[CH:26][CH:25]=1, predict the reactants needed to synthesize it. The reactants are: Br[CH2:2][C:3]1[CH:7]=[C:6]([C:8]2[CH:13]=[CH:12][C:11]([C:14]([F:17])([F:16])[F:15])=[CH:10][CH:9]=2)[S:5][C:4]=1[C:18]([O:20][CH2:21][CH3:22])=[O:19].[CH2:23]([SH:30])[C:24]1[CH:29]=[CH:28][CH:27]=[CH:26][CH:25]=1.C(=O)([O-])[O-].[K+].[K+].